From a dataset of Reaction yield outcomes from USPTO patents with 853,638 reactions. Predict the reaction yield, written as a fraction of the theoretical maximum amount of product (1.0 means a 100% yield; for example, 0.34 means a 34% yield). The reactants are [Cl:1][C:2]1[CH:7]=[CH:6][C:5]([OH:8])=[C:4]([N+:9]([O-:11])=[O:10])[CH:3]=1.[C:12]([Si:16]([CH3:26])([CH3:25])[O:17][CH:18]1[CH2:23][CH2:22][CH:21](O)[CH2:20][CH2:19]1)([CH3:15])([CH3:14])[CH3:13].C1(P(C2C=CC=CC=2)C2C=CC=CC=2)C=CC=CC=1. The catalyst is O1CCCC1.C(OCC)(=O)C.CCCCCC. The product is [C:12]([Si:16]([O:17][CH:18]1[CH2:19][CH2:20][CH:21]([O:8][C:5]2[CH:6]=[CH:7][C:2]([Cl:1])=[CH:3][C:4]=2[N+:9]([O-:11])=[O:10])[CH2:22][CH2:23]1)([CH3:26])[CH3:25])([CH3:15])([CH3:13])[CH3:14]. The yield is 0.790.